Dataset: Forward reaction prediction with 1.9M reactions from USPTO patents (1976-2016). Task: Predict the product of the given reaction. (1) Given the reactants [CH3:1][C:2]1[CH:7]=[CH:6][C:5]([C:8](=[O:20])[NH:9][C:10]2[CH:15]=[CH:14][CH:13]=[C:12]([C:16]([F:19])([F:18])[F:17])[CH:11]=2)=[CH:4][C:3]=1[NH:21][C:22]([C:24]1[C:28]2[N:29]=[CH:30][N:31]=[C:32](S(C)=O)[C:27]=2[S:26][CH:25]=1)=[O:23].[O:36]1[CH2:41][CH2:40][N:39]([CH2:42][CH2:43][NH2:44])[CH2:38][CH2:37]1, predict the reaction product. The product is: [CH3:1][C:2]1[CH:7]=[CH:6][C:5]([C:8](=[O:20])[NH:9][C:10]2[CH:15]=[CH:14][CH:13]=[C:12]([C:16]([F:19])([F:18])[F:17])[CH:11]=2)=[CH:4][C:3]=1[NH:21][C:22]([C:24]1[C:28]2[N:29]=[CH:30][N:31]=[C:32]([NH:44][CH2:43][CH2:42][N:39]3[CH2:40][CH2:41][O:36][CH2:37][CH2:38]3)[C:27]=2[S:26][CH:25]=1)=[O:23]. (2) Given the reactants [C:1]([N:8]1[CH:12]=[CH:11][N:10]=[CH:9]1)(N1C=CN=C1)=[O:2].C([CH:16]1[C:29](=[O:30])[C:28]2[C:19](=[C:20]3[C:25](=[CH:26][CH:27]=2)[CH:24]=[CH:23][CH:22]=[N:21]3)[N:18]=[CH:17]1)(O)=O, predict the reaction product. The product is: [N:8]1([C:1]([CH:16]2[C:29](=[O:30])[C:28]3[C:19](=[C:20]4[C:25](=[CH:26][CH:27]=3)[CH:24]=[CH:23][CH:22]=[N:21]4)[N:18]=[CH:17]2)=[O:2])[CH:12]=[CH:11][N:10]=[CH:9]1. (3) Given the reactants [F:1][CH:2]1[CH2:7][CH2:6][N:5]([C:8]2[CH:13]=[CH:12][N:11]3[CH:14]=[C:15]([C:17]4[CH:22]=[CH:21][CH:20]=[CH:19][CH:18]=4)[N:16]=[C:10]3[CH:9]=2)[CH2:4][CH2:3]1.BrC1C=CN2C=C(C3C=C[C:36]4[O:37]CC[O:40][C:35]=4C=3)N=C2C=1.Cl.FC1CCNCC1, predict the reaction product. The product is: [O:37]1[C:20]2[CH:21]=[CH:22][C:17]([C:15]3[N:16]=[C:10]4[CH:9]=[C:8]([N:5]5[CH2:4][CH2:3][CH:2]([F:1])[CH2:7][CH2:6]5)[CH:13]=[CH:12][N:11]4[CH:14]=3)=[CH:18][C:19]=2[O:40][CH2:35][CH2:36]1. (4) Given the reactants [OH-].[Na+].CO.C([O:7][C:8]([C:10]1[C:14]([C:15]2[CH:20]=[CH:19][C:18]([Cl:21])=[C:17]([Cl:22])[CH:16]=2)=[CH:13][S:12][C:11]=1[N:23]1[C:31](=[O:32])[C:30]2[C:25](=[CH:26][CH:27]=[CH:28][CH:29]=2)[C:24]1=[O:33])=[O:9])C.Cl, predict the reaction product. The product is: [Cl:22][C:17]1[CH:16]=[C:15]([C:14]2[C:10]([C:8]([OH:9])=[O:7])=[C:11]([N:23]3[C:24](=[O:33])[C:25]4[C:30](=[CH:29][CH:28]=[CH:27][CH:26]=4)[C:31]3=[O:32])[S:12][CH:13]=2)[CH:20]=[CH:19][C:18]=1[Cl:21].